The task is: Predict the reaction yield, written as a fraction of the theoretical maximum amount of product (1.0 means a 100% yield; for example, 0.34 means a 34% yield).. This data is from Reaction yield outcomes from USPTO patents with 853,638 reactions. (1) The yield is 0.410. The product is [CH2:33]([N:24]1[CH2:25][CH2:26][CH:21]([C:19]([NH:18][C:13]2[N:14]=[CH:15][C:16]3[C:11]([CH:12]=2)=[CH:10][CH:9]=[C:8]([C:6]2[CH:7]=[C:2]([F:1])[CH:3]=[CH:4][C:5]=2[CH3:27])[CH:17]=3)=[O:20])[CH2:22][CH2:23]1)[CH3:34]. No catalyst specified. The reactants are [F:1][C:2]1[CH:3]=[CH:4][C:5]([CH3:27])=[C:6]([C:8]2[CH:17]=[C:16]3[C:11]([CH:12]=[C:13]([NH:18][C:19]([CH:21]4[CH2:26][CH2:25][NH:24][CH2:23][CH2:22]4)=[O:20])[N:14]=[CH:15]3)=[CH:10][CH:9]=2)[CH:7]=1.CN(C)C=O.[CH:33](N(CC)C(C)C)(C)[CH3:34].ICC. (2) The reactants are [Al+3].[Cl-].[Cl-].[Cl-].[C:5](OC(=O)C)(=[O:7])[CH3:6].[Br:12][C:13]1[CH:14]=[C:15]2[C:19](=[CH:20][CH:21]=1)[NH:18][C:17]([C:22]([NH:24][CH2:25][CH2:26][O:27][CH3:28])=[O:23])=[CH:16]2. The catalyst is ClCCl. The product is [C:5]([C:16]1[C:15]2[C:19](=[CH:20][CH:21]=[C:13]([Br:12])[CH:14]=2)[NH:18][C:17]=1[C:22]([NH:24][CH2:25][CH2:26][O:27][CH3:28])=[O:23])(=[O:7])[CH3:6]. The yield is 0.893. (3) The reactants are [CH2:1]([CH:3]([C:6]1[C:7]2[N:8]([C:13]([C:17]3[S:21][C:20]([NH:22][CH3:23])=[N:19][C:18]=3[CH3:24])=[C:14]([CH3:16])[N:15]=2)[N:9]=[C:10]([CH3:12])[CH:11]=1)[CH2:4][CH3:5])[CH3:2].C(N(CC)CC)C.[CH3:32][S:33](Cl)(=[O:35])=[O:34]. The catalyst is C(Cl)Cl. The product is [CH2:1]([CH:3]([C:6]1[C:7]2[N:8]([C:13]([C:17]3[S:21][C:20]([N:22]([CH3:23])[S:33]([CH3:32])(=[O:35])=[O:34])=[N:19][C:18]=3[CH3:24])=[C:14]([CH3:16])[N:15]=2)[N:9]=[C:10]([CH3:12])[CH:11]=1)[CH2:4][CH3:5])[CH3:2]. The yield is 0.750. (4) The reactants are [Cl:1][C:2]1[N:3]([C@@H:19]2[O:25][C@H:24]([CH2:26][O:27]C(=O)C)[C@@H:22]([OH:23])[C@H:20]2[OH:21])[C:4]2[C:9]([C:10]=1[C:11](=[O:16])[C:12]([F:15])([F:14])[F:13])=[CH:8][C:7]([Cl:17])=[C:6]([Cl:18])[CH:5]=2.C[O-].[Na+]. The catalyst is CO.CO.C(Cl)(Cl)Cl. The product is [Cl:1][C:2]1[N:3]([C@@H:19]2[O:25][C@H:24]([CH2:26][OH:27])[C@@H:22]([OH:23])[C@H:20]2[OH:21])[C:4]2[C:9]([C:10]=1[C:11](=[O:16])[C:12]([F:13])([F:14])[F:15])=[CH:8][C:7]([Cl:17])=[C:6]([Cl:18])[CH:5]=2. The yield is 0.560. (5) The catalyst is C1C=CC=CC=1. The yield is 0.750. The reactants are [C:1]([O:5][C:6](=[O:20])[NH:7][CH2:8][C:9](=O)[CH2:10][NH:11][C:12]([O:14][C:15]([CH3:18])([CH3:17])[CH3:16])=[O:13])([CH3:4])([CH3:3])[CH3:2].[C:21]([CH:26]=P(C1C=CC=CC=1)(C1C=CC=CC=1)C1C=CC=CC=1)([O:23][CH2:24][CH3:25])=[O:22]. The product is [CH2:24]([O:23][C:21](=[O:22])[CH:26]=[C:9]([CH2:10][NH:11][C:12]([O:14][C:15]([CH3:18])([CH3:17])[CH3:16])=[O:13])[CH2:8][NH:7][C:6]([O:5][C:1]([CH3:4])([CH3:3])[CH3:2])=[O:20])[CH3:25]. (6) The reactants are [CH:1]1([CH2:7][C@@H:8]([C:10]([OH:12])=[O:11])[NH2:9])[CH2:6][CH2:5][CH2:4][CH2:3][CH2:2]1.Cl[C:14]([O:16][CH2:17][C:18]1[CH:23]=[CH:22][CH:21]=[CH:20][CH:19]=1)=[O:15].C([O-])([O-])=O.[K+].[K+].Cl. The catalyst is C1COCC1.O.CCOC(C)=O. The product is [CH:1]1([CH2:7][C@@H:8]([C:10]([OH:12])=[O:11])[NH:9][C:14]([O:16][CH2:17][C:18]2[CH:23]=[CH:22][CH:21]=[CH:20][CH:19]=2)=[O:15])[CH2:6][CH2:5][CH2:4][CH2:3][CH2:2]1. The yield is 0.950. (7) The reactants are [CH3:1][CH:2]1[CH2:11][C:10]2[N:9]=[N:8][C:7]([C:12]3[CH:17]=[CH:16][CH:15]=[C:14]([C:18]([F:21])([F:20])[F:19])[CH:13]=3)=[CH:6][C:5]=2[CH:4]([OH:22])[CH2:3]1.[C:23](OC(C)(C)C)(=[O:28])[CH2:24][C:25]([O-:27])=[O:26].C(Cl)C[Cl:36].C(OCC)(=O)C. The catalyst is CN(C)C=O.O. The product is [ClH:36].[C:25]([CH2:24][C:23]([O:22][CH:4]1[CH2:3][CH:2]([CH3:1])[CH2:11][C:10]2[N:9]=[N:8][C:7]([C:12]3[CH:17]=[CH:16][CH:15]=[C:14]([C:18]([F:21])([F:20])[F:19])[CH:13]=3)=[CH:6][C:5]1=2)=[O:28])([OH:27])=[O:26]. The yield is 0.220. (8) The reactants are [S:1]1[C:8]2[CH:7]=[C:6]([C:9]([OH:11])=O)[NH:5][C:4]=2[CH:3]=[CH:2]1.[NH:12]1[CH2:17][CH2:16][NH:15][CH2:14][CH2:13]1. No catalyst specified. The product is [N:12]1([C:9]([C:6]2[NH:5][C:4]3[CH:3]=[CH:2][S:1][C:8]=3[CH:7]=2)=[O:11])[CH2:17][CH2:16][NH:15][CH2:14][CH2:13]1. The yield is 0.350.